From a dataset of Reaction yield outcomes from USPTO patents with 853,638 reactions. Predict the reaction yield, written as a fraction of the theoretical maximum amount of product (1.0 means a 100% yield; for example, 0.34 means a 34% yield). (1) The reactants are [CH3:1][C:2]1[CH:7]=[C:6]([C:8]2[CH:9]=[CH:10][C:11]3[N:17]4[CH2:18][C@H:14]([CH2:15][CH2:16]4)[NH:13][C:12]=3[N:19]=2)[CH:5]=[CH:4][N:3]=1.ClC(Cl)(O[C:24](=[O:30])OC(Cl)(Cl)Cl)Cl.CCN(CC)CC.[CH3:39][C:40]1[N:45]=[CH:44][C:43]([NH2:46])=[CH:42][CH:41]=1. The catalyst is C1COCC1.C(Cl)Cl.CO.O. The product is [CH3:39][C:40]1[N:45]=[CH:44][C:43]([NH:46][C:24]([N:13]2[C@@H:14]3[CH2:18][N:17]([CH2:16][CH2:15]3)[C:11]3[CH:10]=[CH:9][C:8]([C:6]4[CH:5]=[CH:4][N:3]=[C:2]([CH3:1])[CH:7]=4)=[N:19][C:12]2=3)=[O:30])=[CH:42][CH:41]=1. The yield is 0.520. (2) The reactants are Cl[C:2]1[N:11]=[C:10]([NH:12][C:13]2[CH:18]=[CH:17][C:16]([F:19])=[C:15]([Cl:20])[CH:14]=2)[C:9]2[C:4](=[CH:5][CH:6]=[C:7]([C:21]#[C:22][CH2:23][N:24]([CH3:26])[CH3:25])[CH:8]=2)[N:3]=1.[N:27]1[CH:32]=[CH:31][CH:30]=[C:29](B(O)O)[CH:28]=1.C([O-])([O-])=O.[K+].[K+].O. The catalyst is O1CCOCC1.Cl[Pd](Cl)([P](C1C=CC=CC=1)(C1C=CC=CC=1)C1C=CC=CC=1)[P](C1C=CC=CC=1)(C1C=CC=CC=1)C1C=CC=CC=1.C(OCC)(=O)C. The product is [Cl:20][C:15]1[CH:14]=[C:13]([NH:12][C:10]2[C:9]3[C:4](=[CH:5][CH:6]=[C:7]([C:21]#[C:22][CH2:23][N:24]([CH3:26])[CH3:25])[CH:8]=3)[N:3]=[C:2]([C:29]3[CH:28]=[N:27][CH:32]=[CH:31][CH:30]=3)[N:11]=2)[CH:18]=[CH:17][C:16]=1[F:19]. The yield is 0.370. (3) The reactants are [Br:1][C:2]1[C:6]2[CH2:7][N:8]([C:11]([O:13][C:14]([CH3:17])([CH3:16])[CH3:15])=[O:12])[CH2:9][CH2:10][C:5]=2[NH:4][N:3]=1.C([O-])([O-])=O.[Cs+].[Cs+].CS(O[CH:29]1[CH2:34][CH2:33][O:32][CH2:31][CH2:30]1)(=O)=O. The catalyst is CN(C=O)C. The product is [Br:1][C:2]1[C:6]2[CH2:7][N:8]([C:11]([O:13][C:14]([CH3:17])([CH3:16])[CH3:15])=[O:12])[CH2:9][CH2:10][C:5]=2[N:4]([CH:29]2[CH2:34][CH2:33][O:32][CH2:31][CH2:30]2)[N:3]=1. The yield is 0.470. (4) The catalyst is CO. The product is [Br:5][C:6]1[CH:7]=[CH:8][C:9]([F:34])=[C:10]([C:12]2([CH3:33])[CH2:17][C:16]3([CH2:22][CH2:21][CH2:20][CH2:19][CH2:18]3)[S:15][C:14]([NH:24][C:25](=[O:32])[C:26]3[CH:27]=[CH:28][CH:29]=[CH:30][CH:31]=3)=[N:13]2)[CH:11]=1. The yield is 0.759. The reactants are C([BH3-])#N.[Na+].[Br:5][C:6]1[CH:7]=[CH:8][C:9]([F:34])=[C:10]([C:12]2([CH3:33])[CH2:17][C:16]3([CH2:22][CH2:21][CH2:20][CH2:19][CH:18]3I)[S:15][C:14]([NH:24][C:25](=[O:32])[C:26]3[CH:31]=[CH:30][CH:29]=[CH:28][CH:27]=3)=[N:13]2)[CH:11]=1.CC(O)=O.